From a dataset of Full USPTO retrosynthesis dataset with 1.9M reactions from patents (1976-2016). Predict the reactants needed to synthesize the given product. Given the product [F:8][C:9]1[CH:22]=[CH:21][CH:20]=[C:19]([F:23])[C:10]=1[CH2:11][N:12]1[C:13]2[CH:14]=[CH:15][CH:16]=[CH:17][C:18]=2[S:2](=[O:4])(=[O:3])[NH:5][C:6]1=[O:7], predict the reactants needed to synthesize it. The reactants are: Cl[S:2]([N:5]=[C:6]=[O:7])(=[O:4])=[O:3].[F:8][C:9]1[CH:22]=[CH:21][CH:20]=[C:19]([F:23])[C:10]=1[CH2:11][NH:12][C:13]1[CH:18]=[CH:17][CH:16]=[CH:15][CH:14]=1.[Cl-].[Al+3].[Cl-].[Cl-].